This data is from Peptide-MHC class I binding affinity with 185,985 pairs from IEDB/IMGT. The task is: Regression. Given a peptide amino acid sequence and an MHC pseudo amino acid sequence, predict their binding affinity value. This is MHC class I binding data. (1) The peptide sequence is ISCQIYNAL. The MHC is HLA-A01:01 with pseudo-sequence HLA-A01:01. The binding affinity (normalized) is 0.0847. (2) The peptide sequence is DAMADVII. The MHC is Mamu-A02 with pseudo-sequence Mamu-A02. The binding affinity (normalized) is 0. (3) The MHC is HLA-A11:01 with pseudo-sequence HLA-A11:01. The binding affinity (normalized) is 1.00. The peptide sequence is MFKNFPFFK.